Dataset: Forward reaction prediction with 1.9M reactions from USPTO patents (1976-2016). Task: Predict the product of the given reaction. (1) Given the reactants [C:1]([C@H:5]1[CH2:10][CH2:9][C@H:8]([O:11][C:12]2[CH:13]=[C:14]3[C:19](=[CH:20][CH:21]=2)[N:18]=[C:17]([CH2:22][N:23]2C[CH:25]([C:27]([OH:29])=[O:28])[CH2:24]2)[CH:16]=[C:15]3[CH:30]2[CH2:32][CH2:31]2)[CH2:7][CH2:6]1)([CH3:4])([CH3:3])[CH3:2].C([C@H]1CC[C@H](OC2C=C3C(=CC=2)N=C(CNCCC(O)=O)C=C3C)CC1)(C)(C)C, predict the reaction product. The product is: [C:1]([C@H:5]1[CH2:6][CH2:7][C@H:8]([O:11][C:12]2[CH:13]=[C:14]3[C:19](=[CH:20][CH:21]=2)[N:18]=[C:17]([CH2:22][NH:23][CH2:24][CH2:25][C:27]([OH:29])=[O:28])[CH:16]=[C:15]3[CH:30]2[CH2:31][CH2:32]2)[CH2:9][CH2:10]1)([CH3:4])([CH3:2])[CH3:3]. (2) Given the reactants B(Cl)(Cl)Cl.C([NH:9][S:10]([C:13]1[CH:18]=[CH:17][CH:16]=[C:15]([C:19]2[N:24]=[C:23]([NH:25][C:26]3[NH:30][N:29]=[C:28]([CH:31]4[CH2:33][CH2:32]4)[CH:27]=3)[C:22]([C:34]#[CH:35])=[CH:21][N:20]=2)[CH:14]=1)(=[O:12])=[O:11])(C)(C)C, predict the reaction product. The product is: [CH:31]1([C:28]2[NH:29][N:30]=[C:26]([NH:25][C:23]3[C:22]([C:34]#[CH:35])=[CH:21][N:20]=[C:19]([C:15]4[CH:14]=[C:13]([S:10]([NH2:9])(=[O:11])=[O:12])[CH:18]=[CH:17][CH:16]=4)[N:24]=3)[CH:27]=2)[CH2:33][CH2:32]1. (3) Given the reactants [Cl:1][C:2]1[N:7]=[N:6][C:5](/[N:8]=[C:9](/N(C)C)\[CH3:10])=[CH:4][CH:3]=1.Cl[CH2:15][C:16]([C:18]1[CH:23]=[CH:22][C:21]([Cl:24])=[CH:20][C:19]=1[F:25])=[O:17].[Cl-].[Na+].S([O-])([O-])(=O)=O.[Mg+2], predict the reaction product. The product is: [Cl:24][C:21]1[CH:22]=[CH:23][C:18]([C:16]([C:15]2[N:6]3[N:7]=[C:2]([Cl:1])[CH:3]=[CH:4][C:5]3=[N:8][C:9]=2[CH3:10])=[O:17])=[C:19]([F:25])[CH:20]=1. (4) Given the reactants [OH:1][C:2]1[CH:3]=[C:4]([CH:8]=[CH:9][CH:10]=1)[C:5]([OH:7])=[O:6].[Br:11]Br, predict the reaction product. The product is: [Br:11][C:10]1[CH:9]=[CH:8][C:4]([C:5]([OH:7])=[O:6])=[CH:3][C:2]=1[OH:1]. (5) Given the reactants [C:1](O)(=[O:3])[CH3:2].[CH2:5]([C:9]1[N:18]([CH2:19][C:20]2[S:21][CH:22]=[CH:23][CH:24]=2)[C:17](=[O:25])[C:16]2[C:11](=[CH:12][C:13]3[NH:28][CH:27]=[CH:26][C:14]=3[CH:15]=2)[N:10]=1)[CH:6]([CH3:8])[CH3:7], predict the reaction product. The product is: [C:1]([N:28]1[C:13]2=[CH:12][C:11]3[N:10]=[C:9]([CH2:5][CH:6]([CH3:8])[CH3:7])[N:18]([CH2:19][C:20]4[S:21][CH:22]=[CH:23][CH:24]=4)[C:17](=[O:25])[C:16]=3[CH:15]=[C:14]2[CH:26]=[CH:27]1)(=[O:3])[CH3:2]. (6) Given the reactants [OH:1][N:2]=[C:3](Cl)[C:4]1[CH:5]=[N:6][CH:7]=[N:8][CH:9]=1.[C:11]([C:13]1[CH:18]=[CH:17][C:16]([F:19])=[CH:15][CH:14]=1)#[CH:12].N, predict the reaction product. The product is: [F:19][C:16]1[CH:17]=[CH:18][C:13]([C:11]2[O:1][N:2]=[C:3]([C:4]3[CH:5]=[N:6][CH:7]=[N:8][CH:9]=3)[CH:12]=2)=[CH:14][CH:15]=1. (7) Given the reactants [CH3:1][C:2]1[C:3]([N+:10]([O-])=O)=[C:4]([O:8][CH3:9])[CH:5]=[CH:6][CH:7]=1.[O:13]1CC[CH2:15][CH2:14]1.C(OC(=O)C)(=O)C, predict the reaction product. The product is: [CH3:9][O:8][C:4]1[CH:5]=[CH:6][CH:7]=[C:2]([CH3:1])[C:3]=1[NH:10][C:14](=[O:13])[CH3:15].